This data is from Forward reaction prediction with 1.9M reactions from USPTO patents (1976-2016). The task is: Predict the product of the given reaction. Given the reactants [C:1]1([C:7]2[CH:12]=[C:11]([CH:13]3[CH2:18][C:17](=[O:19])[NH:16][C:15](=[O:20])[CH2:14]3)[CH:10]=[CH:9][C:8]=2[NH:21][C:22]([C:24]2[N:25](COCC[Si](C)(C)C)[CH:26]=[C:27]([C:29]#[N:30])[N:28]=2)=[O:23])[CH2:6][CH2:5][CH2:4][CH2:3][CH:2]=1.C(O)(C(F)(F)F)=O, predict the reaction product. The product is: [C:1]1([C:7]2[CH:12]=[C:11]([CH:13]3[CH2:14][C:15](=[O:20])[NH:16][C:17](=[O:19])[CH2:18]3)[CH:10]=[CH:9][C:8]=2[NH:21][C:22]([C:24]2[NH:25][CH:26]=[C:27]([C:29]#[N:30])[N:28]=2)=[O:23])[CH2:6][CH2:5][CH2:4][CH2:3][CH:2]=1.